From a dataset of Forward reaction prediction with 1.9M reactions from USPTO patents (1976-2016). Predict the product of the given reaction. (1) Given the reactants S(O[CH:12]1[CH2:17][CH2:16][N:15]([C:18]([O:20][C:21]([CH3:24])([CH3:23])[CH3:22])=[O:19])[CH2:14][CH2:13]1)(C1C=CC(C)=CC=1)(=O)=O.C1CCN2C(=NCCC2)CC1.C(Cl)Cl, predict the reaction product. The product is: [N:15]1([C:18]([O:20][C:21]([CH3:24])([CH3:23])[CH3:22])=[O:19])[CH2:16][CH2:17][CH:12]=[CH:13][CH2:14]1. (2) Given the reactants [CH3:1][C:2]1[CH:8]=[CH:7][C:5]([NH2:6])=[CH:4][C:3]=1[N:9]1[C:16]2[N:12]([N:13]=[C:14]([C:17]3[CH:18]=[N:19][CH:20]=[CH:21][CH:22]=3)[CH:15]=2)[CH:11]=[CH:10]1.FC(F)(F)C(O)=O.[F:30][S:31]([F:50])([F:49])([F:48])([F:47])[C:32]1[CH:33]=[C:34]([CH:38]=[C:39]([CH2:41][N:42]2[CH2:46][CH2:45][CH2:44][CH2:43]2)[CH:40]=1)[C:35](O)=[O:36], predict the reaction product. The product is: [CH3:1][C:2]1[CH:8]=[CH:7][C:5]([NH:6][C:35](=[O:36])[C:34]2[CH:38]=[C:39]([CH2:41][N:42]3[CH2:46][CH2:45][CH2:44][CH2:43]3)[CH:40]=[C:32]([S:31]([F:50])([F:49])([F:48])([F:30])[F:47])[CH:33]=2)=[CH:4][C:3]=1[N:9]1[C:16]2[N:12]([N:13]=[C:14]([C:17]3[CH:18]=[N:19][CH:20]=[CH:21][CH:22]=3)[CH:15]=2)[CH:11]=[CH:10]1. (3) Given the reactants [NH:1]1[CH2:6][CH2:5][CH:4]([C:7]2[CH:8]=[CH:9][C:10]3[O:19][CH2:18][CH2:17][C:16]4[N:12]([N:13]=[C:14]([C:20]5[N:21]([CH2:25][C:26]([F:29])([F:28])[F:27])[N:22]=[CH:23][N:24]=5)[CH:15]=4)[C:11]=3[CH:30]=2)[CH2:3][CH2:2]1.[C:31](O)(=[O:34])[CH2:32][OH:33], predict the reaction product. The product is: [OH:34][CH2:31][C:32]([N:1]1[CH2:2][CH2:3][CH:4]([C:7]2[CH:8]=[CH:9][C:10]3[O:19][CH2:18][CH2:17][C:16]4[N:12]([N:13]=[C:14]([C:20]5[N:21]([CH2:25][C:26]([F:29])([F:27])[F:28])[N:22]=[CH:23][N:24]=5)[CH:15]=4)[C:11]=3[CH:30]=2)[CH2:5][CH2:6]1)=[O:33]. (4) Given the reactants C([O:3][C:4]([C:6]1[NH:7][C:8]2[C:13]([CH:14]=1)=[CH:12][C:11](Br)=[CH:10][CH:9]=2)=[O:5])C.[CH:16]([O:19][C:20]1[CH:25]=[CH:24][C:23](B(O)O)=[CH:22][CH:21]=1)([CH3:18])[CH3:17].Br[C:30]1[CH:35]=[CH:34][C:33]([O:36][CH:37]([CH3:39])[CH3:38])=[CH:32][CH:31]=1, predict the reaction product. The product is: [CH:16]([O:19][C:20]1[CH:25]=[CH:24][C:23]([N:7]2[C:8]3[C:13](=[CH:12][C:11]([C:30]4[CH:35]=[CH:34][C:33]([O:36][CH:37]([CH3:39])[CH3:38])=[CH:32][CH:31]=4)=[CH:10][CH:9]=3)[CH:14]=[C:6]2[C:4]([OH:3])=[O:5])=[CH:22][CH:21]=1)([CH3:18])[CH3:17]. (5) Given the reactants [CH:1]1([CH2:7][C@H:8]([NH:12][C:13](=[O:19])[O:14][C:15]([CH3:18])([CH3:17])[CH3:16])[C@H:9]([OH:11])[CH3:10])[CH2:6][CH2:5][CH2:4][CH2:3][CH2:2]1.CCN(CC)CC.[CH3:27][S:28](Cl)(=[O:30])=[O:29].O, predict the reaction product. The product is: [CH:1]1([CH2:7][C@H:8]([NH:12][C:13](=[O:19])[O:14][C:15]([CH3:18])([CH3:17])[CH3:16])[C@H:9]([O:11][S:28]([CH3:27])(=[O:30])=[O:29])[CH3:10])[CH2:2][CH2:3][CH2:4][CH2:5][CH2:6]1. (6) Given the reactants [H-].[Na+].[Cl:3][C:4]1[CH:9]=[CH:8][C:7]([O:10][C:11]2[CH:18]=[CH:17][C:16]([CH:19]=O)=[CH:15][C:12]=2[C:13]#[N:14])=[CH:6][C:5]=1[C:21]([F:24])([F:23])[F:22].[CH2:25]1COCC1, predict the reaction product. The product is: [Cl:3][C:4]1[CH:9]=[CH:8][C:7]([O:10][C:11]2[CH:18]=[CH:17][C:16]([CH:19]=[CH2:25])=[CH:15][C:12]=2[C:13]#[N:14])=[CH:6][C:5]=1[C:21]([F:24])([F:23])[F:22]. (7) Given the reactants [C:1]1([Mg]Br)[CH:6]=[CH:5][CH:4]=[CH:3][CH:2]=1, predict the reaction product. The product is: [C:1]1([C:2]2[C:2]3[CH:3]=[C:4]4[C:5]([CH2:3][CH2:4][CH2:5]4)=[CH:6][C:1]=3[CH2:6][CH:1]=2)[CH:6]=[CH:5][CH:4]=[CH:3][CH:2]=1. (8) Given the reactants C1(C)C=CC(S([O-])(=O)=O)=CC=1.[CH2:12]([N:19]1[C:23](=[O:24])[C:22](=[C:25]2[N:29]([CH3:30])[C:28]3[CH:31]=[CH:32][CH:33]=[CH:34][C:27]=3[S:26]2)[S:21][CH2+:20]1SC)[C:13]1[CH:18]=[CH:17][CH:16]=[CH:15][CH:14]=1.[NH2:37][C:38]1[CH:43]=[CH:42][CH:41]=[CH:40][CH:39]=1, predict the reaction product. The product is: [CH2:12]([N:19]1[C:23](=[O:24])[C:22](=[C:25]2[N:29]([CH3:30])[C:28]3[CH:31]=[CH:32][CH:33]=[CH:34][C:27]=3[S:26]2)[S:21][C:20]1=[N:37][C:38]1[CH:43]=[CH:42][CH:41]=[CH:40][CH:39]=1)[C:13]1[CH:18]=[CH:17][CH:16]=[CH:15][CH:14]=1.